This data is from Forward reaction prediction with 1.9M reactions from USPTO patents (1976-2016). The task is: Predict the product of the given reaction. (1) Given the reactants [F:1][C:2]1[CH:7]=[CH:6][CH:5]=[CH:4][C:3]=1[N:8]1[C:12]([O:13][CH3:14])=[CH:11][C:10]([C:15]([OH:17])=O)=[N:9]1.CN(C=O)C.C(Cl)(=O)C([Cl:26])=O, predict the reaction product. The product is: [F:1][C:2]1[CH:7]=[CH:6][CH:5]=[CH:4][C:3]=1[N:8]1[C:12]([O:13][CH3:14])=[CH:11][C:10]([C:15]([Cl:26])=[O:17])=[N:9]1. (2) Given the reactants [Br:1][C:2]1[C:3]([NH:16][C:17]2[CH:21]=[C:20]([CH3:22])[NH:19][N:18]=2)=[N:4][C:5]([NH:8][CH2:9][C:10]2ON=[C:12]([CH3:15])[CH:11]=2)=[N:6][CH:7]=1.NCC[C:26]1[O:27]C=CC=1, predict the reaction product. The product is: [Br:1][C:2]1[C:3]([NH:16][C:17]2[CH:21]=[C:20]([CH3:22])[NH:19][N:18]=2)=[N:4][C:5]([NH:8][CH2:9][CH2:10][C:11]2[O:27][CH:26]=[CH:15][CH:12]=2)=[N:6][CH:7]=1.